This data is from Full USPTO retrosynthesis dataset with 1.9M reactions from patents (1976-2016). The task is: Predict the reactants needed to synthesize the given product. (1) Given the product [CH2:3]([N:5]([CH2:9][CH3:10])[CH2:6][CH2:7][O:8][C:19]([C:21]1[NH:22][C:23]2[C:28]([C:29]=1[NH:30][C:31]1[CH:36]=[CH:35][N:34]=[CH:33][CH:32]=1)=[CH:27][CH:26]=[CH:25][CH:24]=2)=[O:18])[CH3:4], predict the reactants needed to synthesize it. The reactants are: [H-].[Na+].[CH2:3]([N:5]([CH2:9][CH3:10])[CH2:6][CH2:7][OH:8])[CH3:4].FC1C([O:18][C:19]([C:21]2[NH:22][C:23]3[C:28]([C:29]=2[NH:30][C:31]2[CH:36]=[CH:35][N:34]=[CH:33][CH:32]=2)=[CH:27][CH:26]=[CH:25][CH:24]=3)=O)=C(F)C(F)=C(F)C=1F. (2) Given the product [CH3:27][C:23]1[CH:22]=[C:21]([NH:20][C:17]2[S:18][CH:19]=[C:15]([C:13]3[CH:12]=[CH:11][N:10]=[C:9]([NH:8][C:5](=[O:6])[CH3:7])[CH:14]=3)[N:16]=2)[CH:26]=[CH:25][CH:24]=1, predict the reactants needed to synthesize it. The reactants are: CC(O[C:5]([CH3:7])=[O:6])=O.[NH2:8][C:9]1[CH:14]=[C:13]([C:15]2[N:16]=[C:17]([NH:20][C:21]3[CH:26]=[CH:25][CH:24]=[C:23]([CH3:27])[CH:22]=3)[S:18][CH:19]=2)[CH:12]=[CH:11][N:10]=1. (3) Given the product [C:29]([C:28]1[CH:31]=[CH:32][C:25]([N:22]2[C:18](=[O:38])[C:14]3([CH2:17][CH2:16][CH2:15]3)[N:13]([C:10]3[CH:11]=[CH:12][C:7]([CH2:6][CH2:5][CH2:4][C:3]([N:2]([CH3:21])[CH3:1])=[O:20])=[CH:8][CH:9]=3)[C:23]2=[S:24])=[CH:26][C:27]=1[C:33]([F:34])([F:36])[F:35])#[N:30], predict the reactants needed to synthesize it. The reactants are: [CH3:1][N:2]([CH3:21])[C:3](=[O:20])[CH2:4][CH2:5][CH2:6][C:7]1[CH:12]=[CH:11][C:10]([NH:13][C:14]2([C:18]#N)[CH2:17][CH2:16][CH2:15]2)=[CH:9][CH:8]=1.[N:22]([C:25]1[CH:32]=[CH:31][C:28]([C:29]#[N:30])=[C:27]([C:33]([F:36])([F:35])[F:34])[CH:26]=1)=[C:23]=[S:24].C[OH:38].Cl. (4) The reactants are: [N:1]1[CH:6]=[CH:5][CH:4]=[C:3]([C:7]2[CH:16]=[N:15][C:14]([NH2:17])=[C:13]3[C:8]=2[CH:9]=[CH:10][CH:11]=[N:12]3)[CH:2]=1.[Cl:18][C:19]1[CH:24]=[C:23](I)[CH:22]=[CH:21][N:20]=1. Given the product [Cl:18][C:19]1[CH:24]=[C:23]([NH:17][C:14]2[N:15]=[CH:16][C:7]([C:3]3[CH:2]=[N:1][CH:6]=[CH:5][CH:4]=3)=[C:8]3[C:13]=2[N:12]=[CH:11][CH:10]=[CH:9]3)[CH:22]=[CH:21][N:20]=1, predict the reactants needed to synthesize it. (5) Given the product [CH2:1]([O:8][C:9]([NH:11][CH:12]1[CH2:21][CH2:20][C:19]2[N+:18]([O-:27])=[CH:17][CH:16]=[CH:15][C:14]=2[CH2:13]1)=[O:10])[C:2]1[CH:3]=[CH:4][CH:5]=[CH:6][CH:7]=1, predict the reactants needed to synthesize it. The reactants are: [CH2:1]([O:8][C:9]([NH:11][CH:12]1[CH2:21][CH2:20][C:19]2[N:18]=[CH:17][CH:16]=[CH:15][C:14]=2[CH2:13]1)=[O:10])[C:2]1[CH:7]=[CH:6][CH:5]=[CH:4][CH:3]=1.ClC1C=C(C=CC=1)C(OO)=[O:27]. (6) Given the product [CH3:28][C:4]1[CH:5]=[C:6](/[CH:8]=[CH:9]/[C:10]([NH:12][CH:13]([C:18]2[CH:23]=[CH:22][CH:21]=[C:20]([C:24]([F:27])([F:25])[F:26])[CH:19]=2)[C:14]([F:15])([F:16])[F:17])=[O:11])[S:7][C:3]=1[CH2:2][NH:1][C:56](=[O:57])[CH2:55][S:54][CH3:53], predict the reactants needed to synthesize it. The reactants are: [NH2:1][CH2:2][C:3]1[S:7][C:6](/[CH:8]=[CH:9]/[C:10]([NH:12][CH:13]([C:18]2[CH:23]=[CH:22][CH:21]=[C:20]([C:24]([F:27])([F:26])[F:25])[CH:19]=2)[C:14]([F:17])([F:16])[F:15])=[O:11])=[CH:5][C:4]=1[CH3:28].CN(C(ON1N=NC2C=CC=NC1=2)=[N+](C)C)C.F[P-](F)(F)(F)(F)F.[CH3:53][S:54][CH2:55][C:56](O)=[O:57].C(N(CC)CC)C. (7) The reactants are: [CH2:1]([O:3][CH:4]([O:13][CH2:14][CH3:15])[C:5]1[CH:12]=[CH:11][C:8]([CH:9]=O)=[CH:7][CH:6]=1)[CH3:2].[CH3:16][NH:17][CH3:18].[BH4-].[Na+]. Given the product [CH2:1]([O:3][CH:4]([O:13][CH2:14][CH3:15])[C:5]1[CH:12]=[CH:11][C:8]([CH2:9][N:17]([CH3:18])[CH3:16])=[CH:7][CH:6]=1)[CH3:2], predict the reactants needed to synthesize it.